Dataset: Catalyst prediction with 721,799 reactions and 888 catalyst types from USPTO. Task: Predict which catalyst facilitates the given reaction. (1) Reactant: [O:1]([C:8]1[CH:14]=[CH:13][C:11]([NH2:12])=[CH:10][CH:9]=1)[C:2]1[CH:7]=[CH:6][CH:5]=[CH:4][CH:3]=1.Cl.N1C=CC=CC=1.[Br:22][CH:23]1[S:31][C:30]2[C:25]([N:26](Cl)[CH:27]=[C:28]([C:32]#[N:33])[CH:29]=2)=[CH:24]1.C(OCC)C. Product: [Br:22][C:23]1[S:31][C:30]2[C:25](=[N:26][CH:27]=[C:28]([C:32]#[N:33])[C:29]=2[NH:12][C:11]2[CH:10]=[CH:9][C:8]([O:1][C:2]3[CH:3]=[CH:4][CH:5]=[CH:6][CH:7]=3)=[CH:14][CH:13]=2)[CH:24]=1. The catalyst class is: 486. (2) Reactant: [CH2:1]([C@H:8]1[CH2:12][O:11][C:10](=[O:13])[NH:9]1)[C:2]1[CH:7]=[CH:6][CH:5]=[CH:4][CH:3]=1.[Li]CCCC.[F:19][C:20]([F:28])([F:27])[C:21]([CH3:26])=[CH:22][C:23](Cl)=[O:24].O. Product: [CH2:1]([C@H:8]1[CH2:12][O:11][C:10](=[O:13])[N:9]1[C:23](=[O:24])/[CH:22]=[C:21](\[CH3:26])/[C:20]([F:28])([F:27])[F:19])[C:2]1[CH:3]=[CH:4][CH:5]=[CH:6][CH:7]=1. The catalyst class is: 242. (3) Reactant: [CH3:1][O:2][C:3](=[O:12])[C:4]1[CH:9]=[C:8]([Br:10])[CH:7]=[CH:6][C:5]=1[OH:11].[CH2:13](O)[C:14]1[CH:19]=[CH:18][CH:17]=[CH:16][CH:15]=1.C1(P(C2C=CC=CC=2)C2C=CC=CC=2)C=CC=CC=1.N(C(OC(C)C)=O)=NC(OC(C)C)=O. Product: [CH3:1][O:2][C:3](=[O:12])[C:4]1[CH:9]=[C:8]([Br:10])[CH:7]=[CH:6][C:5]=1[O:11][CH2:13][C:14]1[CH:19]=[CH:18][CH:17]=[CH:16][CH:15]=1. The catalyst class is: 2. (4) Reactant: [CH:1]([O:4][C:5]1[CH:6]=[C:7]([NH:11][C:12]2[CH:17]=[CH:16][N:15]3[N:18]=[CH:19][C:20]([CH:21]=O)=[C:14]3[N:13]=2)[CH:8]=[CH:9][CH:10]=1)([CH3:3])[CH3:2].[NH:23]1[CH2:29][C:27](=[O:28])[NH:26][C:24]1=[O:25].N1CCCCC1. Product: [CH:1]([O:4][C:5]1[CH:6]=[C:7]([NH:11][C:12]2[CH:17]=[CH:16][N:15]3[N:18]=[CH:19][C:20]([CH:21]=[C:29]4[NH:23][C:24](=[O:25])[NH:26][C:27]4=[O:28])=[C:14]3[N:13]=2)[CH:8]=[CH:9][CH:10]=1)([CH3:2])[CH3:3]. The catalyst class is: 14. (5) Product: [NH2:34][C:31]1[N:30]=[C:29]([CH3:35])[C:28]([C:5]2[CH:6]=[CH:7][C:2]([Cl:1])=[C:3]([NH:17][S:18]([C:21]3[CH:22]=[CH:23][CH:24]=[CH:25][CH:26]=3)(=[O:19])=[O:20])[CH:4]=2)=[CH:33][N:32]=1. The catalyst class is: 140. Reactant: [Cl:1][C:2]1[CH:7]=[CH:6][C:5](B2OC(C)(C)C(C)(C)O2)=[CH:4][C:3]=1[NH:17][S:18]([C:21]1[CH:26]=[CH:25][CH:24]=[CH:23][CH:22]=1)(=[O:20])=[O:19].Br[C:28]1[C:29]([CH3:35])=[N:30][C:31]([NH2:34])=[N:32][CH:33]=1.C(Cl)Cl. (6) Reactant: C([O-])=O.[NH4+].[F:5][C:6]1[CH:7]=[CH:8][C:9]([N+:26]([O-])=O)=[C:10]([CH:25]=1)[O:11][CH:12]1[CH2:17][CH2:16][N:15]([C:18]([O:20][C:21]([CH3:24])([CH3:23])[CH3:22])=[O:19])[CH2:14][CH2:13]1. Product: [NH2:26][C:9]1[CH:8]=[CH:7][C:6]([F:5])=[CH:25][C:10]=1[O:11][CH:12]1[CH2:17][CH2:16][N:15]([C:18]([O:20][C:21]([CH3:23])([CH3:24])[CH3:22])=[O:19])[CH2:14][CH2:13]1. The catalyst class is: 43. (7) Reactant: C1(P(C2C=CC=CC=2)C2C=CC=CC=2)C=CC=CC=1.BrN1C(=O)CCC1=O.[C:28]([C:30]1[CH:31]=[C:32]([CH:40]([CH2:44][CH:45]2[CH2:49][CH2:48][CH2:47][CH2:46]2)[C:41]([OH:43])=O)[CH:33]=[CH:34][C:35]=1[S:36]([CH3:39])(=[O:38])=[O:37])#[N:29].[NH2:50][C:51]1[S:52][CH:53]=[CH:54][N:55]=1. Product: [C:28]([C:30]1[CH:31]=[C:32]([CH:40]([CH2:44][CH:45]2[CH2:46][CH2:47][CH2:48][CH2:49]2)[C:41]([NH:50][C:51]2[S:52][CH:53]=[CH:54][N:55]=2)=[O:43])[CH:33]=[CH:34][C:35]=1[S:36]([CH3:39])(=[O:38])=[O:37])#[N:29]. The catalyst class is: 2. (8) Reactant: [CH3:1][O:2][C:3](=[O:24])[CH2:4][C:5]1[CH:14]=[C:13]([O:15]CC2C=CC=CC=2)[C:12]2[C:7](=[CH:8][CH:9]=[C:10]([F:23])[CH:11]=2)[CH:6]=1.[H][H].C(OCC)(=O)C.CCCCCC. Product: [CH3:1][O:2][C:3](=[O:24])[CH2:4][C:5]1[CH:14]=[C:13]([OH:15])[C:12]2[C:7](=[CH:8][CH:9]=[C:10]([F:23])[CH:11]=2)[CH:6]=1. The catalyst class is: 19.